This data is from Forward reaction prediction with 1.9M reactions from USPTO patents (1976-2016). The task is: Predict the product of the given reaction. (1) Given the reactants [CH2:1]([O:3][C:4]([CH:6]1[C:15]2[C:10](=[CH:11][C:12]([O:17][Si](C(C)(C)C)(C)C)=[C:13]([CH3:16])[CH:14]=2)[C:9]([CH3:26])([CH3:25])[CH2:8][CH2:7]1)=[O:5])[CH3:2].[F-].C([N+](CCCC)(CCCC)CCCC)CCC.O1CCCC1.C1C=CC(N([S:57]([C:60]([F:63])([F:62])[F:61])(=[O:59])=[O:58])[S:57]([C:60]([F:63])([F:62])[F:61])(=[O:59])=[O:58])=CC=1, predict the reaction product. The product is: [CH2:1]([O:3][C:4]([CH:6]1[C:15]2[C:10](=[CH:11][C:12]([O:17][S:57]([C:60]([F:63])([F:62])[F:61])(=[O:59])=[O:58])=[C:13]([CH3:16])[CH:14]=2)[C:9]([CH3:26])([CH3:25])[CH2:8][CH2:7]1)=[O:5])[CH3:2]. (2) Given the reactants [N:1]1[CH:6]=[CH:5][CH:4]=[CH:3][C:2]=1[C:7]1[CH:12]=[CH:11][C:10]([C:13]2[O:14][C:15]3[C:21]([C:22](OC)=[O:23])=[CH:20][CH:19]=[CH:18][C:16]=3[N:17]=2)=[CH:9][CH:8]=1.[NH3:26], predict the reaction product. The product is: [N:1]1[CH:6]=[CH:5][CH:4]=[CH:3][C:2]=1[C:7]1[CH:8]=[CH:9][C:10]([C:13]2[O:14][C:15]3[C:21]([C:22]([NH2:26])=[O:23])=[CH:20][CH:19]=[CH:18][C:16]=3[N:17]=2)=[CH:11][CH:12]=1. (3) Given the reactants [OH:1][C@@H:2]([C:4]1[N:5]=[C:6]2[C:14](=[CH:15][CH:16]=1)[CH2:13][C@H:12]1[N:7]2[C@H:8]([CH3:17])[CH2:9][NH:10][CH2:11]1)[CH3:3].[C:18]([O:22][C:23](O[C:23]([O:22][C:18]([CH3:21])([CH3:20])[CH3:19])=[O:24])=[O:24])([CH3:21])([CH3:20])[CH3:19], predict the reaction product. The product is: [C:18]([O:22][C:23]([N:10]1[CH2:9][C@@H:8]([CH3:17])[N:7]2[C@H:12]([CH2:13][C:14]3[C:6]2=[N:5][C:4]([C@H:2]([OH:1])[CH3:3])=[CH:16][CH:15]=3)[CH2:11]1)=[O:24])([CH3:21])([CH3:20])[CH3:19]. (4) Given the reactants [CH3:1][CH:2]([C:4]1[N:8]=[C:7]([N:9]2[CH2:14][CH2:13][CH:12]([CH2:15][OH:16])[CH2:11][CH2:10]2)[O:6][N:5]=1)[CH3:3].C(N(CC)CC)C.[CH3:24][S:25](Cl)(=[O:27])=[O:26], predict the reaction product. The product is: [CH3:24][S:25]([O:16][CH2:15][CH:12]1[CH2:13][CH2:14][N:9]([C:7]2[O:6][N:5]=[C:4]([CH:2]([CH3:1])[CH3:3])[N:8]=2)[CH2:10][CH2:11]1)(=[O:27])=[O:26].